Dataset: Catalyst prediction with 721,799 reactions and 888 catalyst types from USPTO. Task: Predict which catalyst facilitates the given reaction. (1) Reactant: CS[C:3]1[N:4]=[CH:5][C:6]2[C:7](=[O:27])[N:8]([C:17]3[CH:18]=[CH:19][CH:20]=[C:21]4[C:26]=3[N:25]=[CH:24][CH:23]=[CH:22]4)[CH2:9][C@@H:10]3[CH2:16][CH2:15][CH2:14][N:11]3[C:12]=2[N:13]=1.C1C=C(Cl)C=C(C(OO)=O)C=1.C(Cl)(Cl)Cl.[CH3:43][NH2:44].C1COCC1. Product: [CH3:43][NH:44][C:3]1[N:4]=[CH:5][C:6]2[C:7](=[O:27])[N:8]([C:17]3[CH:18]=[CH:19][CH:20]=[C:21]4[C:26]=3[N:25]=[CH:24][CH:23]=[CH:22]4)[CH2:9][C@@H:10]3[CH2:16][CH2:15][CH2:14][N:11]3[C:12]=2[N:13]=1. The catalyst class is: 4. (2) Product: [C:1]([CH2:3][C:4]1([N:19]2[CH:23]=[C:22]([C:24]3[C:25]4[CH:32]=[CH:31][N:30]([CH2:33][O:34][CH2:35][CH2:36][Si:37]([CH3:38])([CH3:40])[CH3:39])[C:26]=4[N:27]=[CH:28][N:29]=3)[CH:21]=[N:20]2)[CH2:5][N:6]([C:8]2[CH:17]=[CH:16][C:11]([C:12]([OH:14])=[O:13])=[C:10]([F:18])[CH:9]=2)[CH2:7]1)#[N:2]. Reactant: [C:1]([CH2:3][C:4]1([N:19]2[CH:23]=[C:22]([C:24]3[C:25]4[CH:32]=[CH:31][N:30]([CH2:33][O:34][CH2:35][CH2:36][Si:37]([CH3:40])([CH3:39])[CH3:38])[C:26]=4[N:27]=[CH:28][N:29]=3)[CH:21]=[N:20]2)[CH2:7][N:6]([C:8]2[CH:17]=[CH:16][C:11]([C:12]([O:14]C)=[O:13])=[C:10]([F:18])[CH:9]=2)[CH2:5]1)#[N:2].[OH-].[Li+].Cl. The catalyst class is: 30. (3) Reactant: O.C(N)CCCCCCCCCCC.C([O:17][Si:18]([O:25]CC)([O:22]CC)[O:19]CC)C.C(O[Nb:31](OCC)(OCC)(OCC)OCC)C. Product: [Si:18]([O-:25])([O-:22])([O-:19])[O-:17].[Nb+5:31].[Si:18]([O-:25])([O-:22])([O-:19])[O-:17].[Si:18]([O-:25])([O-:22])([O-:19])[O-:17].[Si:18]([O-:25])([O-:22])([O-:19])[O-:17].[Si:18]([O-:25])([O-:22])([O-:19])[O-:17].[Nb+5:31].[Nb+5:31].[Nb+5:31]. The catalyst class is: 8. (4) Reactant: [CH2:1]([CH:3]([CH:7]([CH3:10])[CH2:8][CH3:9])[C:4](Cl)=[O:5])[CH3:2].S(Cl)(Cl)=O.[NH2:15][C:16]([NH2:18])=[O:17]. Product: [CH2:1]([CH:3]([CH:7]([CH3:10])[CH2:8][CH3:9])[C:4]([NH:15][C:16]([NH2:18])=[O:17])=[O:5])[CH3:2]. The catalyst class is: 10. (5) Reactant: Br[C:2]1[C:7]2=[N:8][S:9][N:10]=[C:6]2[C:5]([Br:11])=[C:4]([O:12][CH2:13][CH2:14][CH2:15][CH2:16][CH2:17][CH2:18][CH2:19][CH3:20])[C:3]=1[O:21][CH2:22][CH2:23][CH2:24][CH2:25][CH2:26][CH2:27][CH2:28][CH3:29].C([Sn](CCCC)(CCCC)[C:35]1[S:36][CH:37]=[CH:38][CH:39]=1)CCC. Product: [Br:11][C:5]1[C:6]2=[N:10][S:9][N:8]=[C:7]2[C:2]([C:35]2[S:36][CH:37]=[CH:38][CH:39]=2)=[C:3]([O:21][CH2:22][CH2:23][CH2:24][CH2:25][CH2:26][CH2:27][CH2:28][CH3:29])[C:4]=1[O:12][CH2:13][CH2:14][CH2:15][CH2:16][CH2:17][CH2:18][CH2:19][CH3:20]. The catalyst class is: 235. (6) Reactant: ClC1C=CC=C(C(OO)=[O:9])C=1.[Cl:12][C:13]1[CH:18]=[CH:17][C:16]([S:19][CH:20]([C:31]2[CH:36]=[C:35]([F:37])[CH:34]=[CH:33][C:32]=2[F:38])[C:21]2[C:22]([CH3:30])=[CH:23][C:24]([C:27]([NH2:29])=[O:28])=[N:25][CH:26]=2)=[CH:15][CH:14]=1. Product: [Cl:12][C:13]1[CH:18]=[CH:17][C:16]([S:19]([CH:20]([C:31]2[CH:36]=[C:35]([F:37])[CH:34]=[CH:33][C:32]=2[F:38])[C:21]2[C:22]([CH3:30])=[CH:23][C:24]([C:27]([NH2:29])=[O:28])=[N:25][CH:26]=2)=[O:9])=[CH:15][CH:14]=1. The catalyst class is: 2.